Task: Predict the reaction yield, written as a fraction of the theoretical maximum amount of product (1.0 means a 100% yield; for example, 0.34 means a 34% yield).. Dataset: Reaction yield outcomes from USPTO patents with 853,638 reactions (1) The reactants are Cl[C:2]1[C:10]2[N:9]=[C:8]3[N:11]([C:15]4[C:16]([CH3:24])=[N:17][C:18]([O:22][CH3:23])=[N:19][C:20]=4[CH3:21])[CH2:12][CH2:13][CH2:14][N:7]3[C:6]=2[C:5]([CH:25]([O:30][CH:31]([F:33])[F:32])[C:26]([F:29])([F:28])[F:27])=[CH:4][CH:3]=1. The catalyst is C(O)(=O)C.[Pd]. The product is [F:33][CH:31]([F:32])[O:30][CH:25]([C:5]1[C:6]2[N:7]3[CH2:14][CH2:13][CH2:12][N:11]([C:15]4[C:20]([CH3:21])=[N:19][C:18]([O:22][CH3:23])=[N:17][C:16]=4[CH3:24])[C:8]3=[N:9][C:10]=2[CH:2]=[CH:3][CH:4]=1)[C:26]([F:29])([F:28])[F:27]. The yield is 0.700. (2) The reactants are S(OS(C(F)(F)F)(=O)=O)(C(F)(F)F)(=O)=O.C1(P(=O)(C2C=CC=CC=2)C2C=CC=CC=2)C=CC=CC=1.[NH2:36][C:37]1[CH:42]=[CH:41][CH:40]=[CH:39][C:38]=1[NH:43][C:44]([C:46]1[N:47]=[CH:48][N:49]2[C:54](=[O:55])[N:53]([CH2:56][C:57]#[CH:58])[N:52]=[N:51][C:50]=12)=O. The catalyst is C(Cl)Cl. The product is [NH:43]1[C:38]2[CH:39]=[CH:40][CH:41]=[CH:42][C:37]=2[N:36]=[C:44]1[C:46]1[N:47]=[CH:48][N:49]2[C:54](=[O:55])[N:53]([CH2:56][C:57]#[CH:58])[N:52]=[N:51][C:50]=12. The yield is 0.470. (3) The reactants are [NH2:1][C:2]1[CH:6]=[C:5]([C:7]2[CH:12]=[CH:11][N:10]=[CH:9][CH:8]=2)[S:4][C:3]=1[C:13]([O:15][CH3:16])=[O:14].[H-].[Na+].I[CH2:20][CH3:21].C(=O)([O-])O.[Na+]. The catalyst is CN(C=O)C.C1COCC1.C(OCC)(=O)C.O. The product is [CH2:20]([NH:1][C:2]1[CH:6]=[C:5]([C:7]2[CH:8]=[CH:9][N:10]=[CH:11][CH:12]=2)[S:4][C:3]=1[C:13]([O:15][CH3:16])=[O:14])[CH3:21]. The yield is 0.480. (4) The reactants are [Cl:1][C:2]1[CH:7]=[C:6]([N+:8]([O-:10])=[O:9])[C:5](F)=[CH:4][C:3]=1[CH3:12].C(N(C(C)C)CC)(C)C.Cl.Cl.[CH2:24]([O:26][C@H:27]1[CH2:32][CH2:31][C@H:30]([N:33]2[CH2:38][CH2:37][CH:36]([NH2:39])[CH2:35][CH2:34]2)[CH2:29][CH2:28]1)[CH3:25]. The catalyst is CN(C)C=O. The product is [Cl:1][C:2]1[C:3]([CH3:12])=[CH:4][C:5]([NH:39][CH:36]2[CH2:35][CH2:34][N:33]([C@H:30]3[CH2:31][CH2:32][C@H:27]([O:26][CH2:24][CH3:25])[CH2:28][CH2:29]3)[CH2:38][CH2:37]2)=[C:6]([N+:8]([O-:10])=[O:9])[CH:7]=1. The yield is 0.800.